Dataset: Forward reaction prediction with 1.9M reactions from USPTO patents (1976-2016). Task: Predict the product of the given reaction. (1) Given the reactants Cl[Si](C)(C)C.[Cl:6][CH:7]([CH2:27][CH3:28])[C:8]([NH:10][C:11]1[CH:15]=[CH:14][S:13][C:12]=1[C:16]([NH:18][C:19]1[CH:24]=[C:23]([F:25])[CH:22]=[C:21]([F:26])[CH:20]=1)=[O:17])=O.C(N(CC)CC)C, predict the reaction product. The product is: [Cl:6][CH:7]([C:8]1[N:18]([C:19]2[CH:24]=[C:23]([F:25])[CH:22]=[C:21]([F:26])[CH:20]=2)[C:16](=[O:17])[C:12]2[S:13][CH:14]=[CH:15][C:11]=2[N:10]=1)[CH2:27][CH3:28]. (2) Given the reactants [N+](C1C=C([N+]([O-])=O)C=CC=1[O-])([O-])=O.[NH2:14][N+:15]1[CH:20]=[CH:19][C:18]([CH2:21][O:22][Si:23]([C:26]([CH3:29])([CH3:28])[CH3:27])([CH3:25])[CH3:24])=[CH:17][CH:16]=1.[C:30]([O:34][CH3:35])(=[O:33])[C:31]#[CH:32].C([O-])([O-])=O.[K+].[K+].O, predict the reaction product. The product is: [Si:23]([O:22][CH2:21][C:18]1[CH:19]=[CH:20][N:15]2[N:14]=[CH:32][C:31]([C:30]([O:34][CH3:35])=[O:33])=[C:16]2[CH:17]=1)([C:26]([CH3:29])([CH3:28])[CH3:27])([CH3:24])[CH3:25].